Dataset: Reaction yield outcomes from USPTO patents with 853,638 reactions. Task: Predict the reaction yield, written as a fraction of the theoretical maximum amount of product (1.0 means a 100% yield; for example, 0.34 means a 34% yield). (1) The reactants are [NH2:1][C:2]1[CH:10]=[C:9]([CH3:11])[CH:8]=[CH:7][C:3]=1[C:4]([NH2:6])=[O:5].[F:12][C:13]([F:24])([C:17]1[CH:22]=[CH:21][C:20]([F:23])=[CH:19][N:18]=1)[C:14]([O-])=O.[Na+].C[Si](OP(=O)=O)(C)C.O. The catalyst is CCOC(C)=O. The product is [F:24][C:13]([F:12])([C:17]1[CH:22]=[CH:21][C:20]([F:23])=[CH:19][N:18]=1)[C:14]1[N:6]=[C:4]([OH:5])[C:3]2[C:2](=[CH:10][C:9]([CH3:11])=[CH:8][CH:7]=2)[N:1]=1. The yield is 0.660. (2) The reactants are CN(C)C(N(C)C)=N.[C:9]([O:13][C:14]([CH:16](P(OC)(OC)=O)[C:17]([O:19][CH3:20])=[O:18])=[O:15])([CH3:12])([CH3:11])[CH3:10].[Cl:27][C:28]1[CH:35]=[CH:34][C:31]([CH:32]=O)=[CH:30][C:29]=1[F:36].O. The catalyst is C(Cl)Cl. The product is [C:9]([O:13][C:14](/[C:16](=[CH:32]\[C:31]1[CH:34]=[CH:35][C:28]([Cl:27])=[C:29]([F:36])[CH:30]=1)/[C:17]([O:19][CH3:20])=[O:18])=[O:15])([CH3:10])([CH3:11])[CH3:12]. The yield is 0.678.